Dataset: Orexin1 receptor HTS with 218,158 compounds and 233 confirmed actives. Task: Binary Classification. Given a drug SMILES string, predict its activity (active/inactive) in a high-throughput screening assay against a specified biological target. (1) The drug is s1c(Nc2cc(ccc2)C(=O)C)nc(=O)c2c1nccc2. The result is 0 (inactive). (2) The molecule is s1c(/C(=N\NC(=O)COc2c([N+]([O-])=O)cccc2)C)ccc1. The result is 0 (inactive). (3) The compound is Clc1cc(Cc2oc3c(n2)ccc(C(=O)N(C(c2ncccc2)C)C)c3)ccc1. The result is 0 (inactive). (4) The compound is Brc1oc(C(=O)NCc2c(OC)cccc2)cc1. The result is 0 (inactive). (5) The molecule is o1c2c(c(CC(=O)NC(C)C)c1)c(cc(c2)C)C. The result is 0 (inactive).